Dataset: Forward reaction prediction with 1.9M reactions from USPTO patents (1976-2016). Task: Predict the product of the given reaction. (1) Given the reactants [CH3:1][C:2]1[NH:6][NH:5][C:4](=[O:7])[C:3]=1[CH2:8][C:9]1[CH:14]=[CH:13][C:12]([CH:15]=[C:16]2[CH2:18][CH2:17]2)=[CH:11][CH:10]=1.[CH3:19][C:20]([O:22][CH2:23][C@H:24]1[O:29][C@H:28](Br)[C@H:27]([O:31][C:32]([CH3:34])=[O:33])[C@@H:26]([O:35][C:36]([CH3:38])=[O:37])[C@@H:25]1[O:39][C:40]([CH3:42])=[O:41])=[O:21], predict the reaction product. The product is: [CH3:1][C:2]1[NH:6][N:5]=[C:4]([O:7][C@@H:28]2[O:29][C@H:24]([CH2:23][O:22][C:20](=[O:21])[CH3:19])[C@@H:25]([O:39][C:40](=[O:41])[CH3:42])[C@H:26]([O:35][C:36](=[O:37])[CH3:38])[C@H:27]2[O:31][C:32](=[O:33])[CH3:34])[C:3]=1[CH2:8][C:9]1[CH:10]=[CH:11][C:12]([CH:15]=[C:16]2[CH2:18][CH2:17]2)=[CH:13][CH:14]=1. (2) Given the reactants [Br:1][C:2]1[C:3]([CH3:22])=[C:4]([C:9]([O:12][CH2:13][CH2:14][O:15]C2CCCCO2)=[CH:10][CH:11]=1)[C:5]([O:7][CH3:8])=[O:6].Cl, predict the reaction product. The product is: [Br:1][C:2]1[C:3]([CH3:22])=[C:4]([C:9]([O:12][CH2:13][CH2:14][OH:15])=[CH:10][CH:11]=1)[C:5]([O:7][CH3:8])=[O:6]. (3) Given the reactants [CH2:1]([CH:4]1[C:8](=O)[CH2:7][N:6]([C:10]([O:12][C:13]([CH3:16])([CH3:15])[CH3:14])=[O:11])[CH2:5]1)[CH:2]=[CH2:3].[F:17][C:18]([F:23])([F:22])[C:19]([O-])=[O:20].[NH4+:24].[N+:25]([C:28]1[CH:33]=[CH:32][CH:31]=[CH:30][C:29]=1[N+:34]#[C-])([O-:27])=[O:26].FC(F)(F)[CH2:38][OH:39], predict the reaction product. The product is: [CH2:1]([CH:4]1[CH2:5][N:6]([C:10]([O:12][C:13]([CH3:16])([CH3:15])[CH3:14])=[O:11])[CH2:7][C:8]1([C:38](=[O:39])[NH:34][C:29]1[CH:30]=[CH:31][CH:32]=[CH:33][C:28]=1[N+:25]([O-:27])=[O:26])[NH:24][C:19](=[O:20])[C:18]([F:23])([F:22])[F:17])[CH:2]=[CH2:3]. (4) The product is: [CH2:1]([O:8][C:9]1[CH:14]=[CH:13][N:12]([CH2:15][C:16]2[CH:21]=[CH:20][CH:19]=[C:18]([F:22])[CH:17]=2)[C:11](=[O:23])[C:10]=1[C:24]#[CH:25])[C:2]1[CH:7]=[CH:6][CH:5]=[CH:4][CH:3]=1. Given the reactants [CH2:1]([O:8][C:9]1[CH:14]=[CH:13][N:12]([CH2:15][C:16]2[CH:21]=[CH:20][CH:19]=[C:18]([F:22])[CH:17]=2)[C:11](=[O:23])[C:10]=1[C:24]#[C:25][Si](C)(C)C)[C:2]1[CH:7]=[CH:6][CH:5]=[CH:4][CH:3]=1.C(OC1C=CN(CC2C=CC=C(F)C=2)C(=O)C=1I)C1C=CC=CC=1.C(N(CC)CC)C, predict the reaction product.